This data is from Peptide-MHC class I binding affinity with 185,985 pairs from IEDB/IMGT. The task is: Regression. Given a peptide amino acid sequence and an MHC pseudo amino acid sequence, predict their binding affinity value. This is MHC class I binding data. (1) The peptide sequence is LFTDLRIVF. The MHC is H-2-Kd with pseudo-sequence H-2-Kd. The binding affinity (normalized) is 0.0641. (2) The peptide sequence is VIYQYMDDL. The MHC is HLA-A03:01 with pseudo-sequence HLA-A03:01. The binding affinity (normalized) is 0. (3) The peptide sequence is KQLDIQYLK. The MHC is HLA-A26:01 with pseudo-sequence HLA-A26:01. The binding affinity (normalized) is 0.0847. (4) The peptide sequence is MVLSIVSLF. The MHC is HLA-A26:01 with pseudo-sequence HLA-A26:01. The binding affinity (normalized) is 0.492. (5) The peptide sequence is QLDMIITAV. The MHC is HLA-A02:01 with pseudo-sequence HLA-A02:01. The binding affinity (normalized) is 0.626.